From a dataset of Catalyst prediction with 721,799 reactions and 888 catalyst types from USPTO. Predict which catalyst facilitates the given reaction. (1) The catalyst class is: 143. Product: [CH3:13][O:14][C:15]1[N:20]=[C:19]([N:21]2[CH2:26][CH2:25][CH2:24][CH:23]([C:27]([NH:48][S:45]([CH3:44])(=[O:47])=[O:46])=[O:29])[CH2:22]2)[CH:18]=[C:17]([NH:30][CH2:31][CH2:32][C:33]2[CH:34]=[CH:35][C:36]([O:39][C:40]([F:41])([F:42])[F:43])=[CH:37][CH:38]=2)[N:16]=1. Reactant: CCN=C=NCCCN(C)C.Cl.[CH3:13][O:14][C:15]1[N:20]=[C:19]([N:21]2[CH2:26][CH2:25][CH2:24][CH:23]([C:27]([OH:29])=O)[CH2:22]2)[CH:18]=[C:17]([NH:30][CH2:31][CH2:32][C:33]2[CH:38]=[CH:37][C:36]([O:39][C:40]([F:43])([F:42])[F:41])=[CH:35][CH:34]=2)[N:16]=1.[CH3:44][S:45]([NH2:48])(=[O:47])=[O:46]. (2) Reactant: [Br:1][C:2]1[CH:3]=[C:4]2[C:8](=[CH:9][CH:10]=1)[NH:7][C:6](=[O:11])[C:5]2=O.[O:13]1[C:17]2[CH:18]=[CH:19][C:20]([CH2:22][CH2:23][C:24]([NH:26][C:27]3[CH:32]=[CH:31][C:30]([C:33]([NH:35][NH2:36])=[O:34])=[CH:29][CH:28]=3)=[O:25])=[CH:21][C:16]=2[O:15][CH2:14]1. Product: [O:13]1[C:17]2[CH:18]=[CH:19][C:20]([CH2:22][CH2:23][C:24]([NH:26][C:27]3[CH:32]=[CH:31][C:30]([C:33]([NH:35][N:36]=[C:5]4[C:4]5[C:8](=[CH:9][CH:10]=[C:2]([Br:1])[CH:3]=5)[NH:7][C:6]4=[O:11])=[O:34])=[CH:29][CH:28]=3)=[O:25])=[CH:21][C:16]=2[O:15][CH2:14]1. The catalyst class is: 15. (3) Reactant: [Cl:1][C:2]1[N:3]=[N:4][C:5](Cl)=[CH:6][C:7]=1[CH:8]1[CH2:12][CH2:11][CH2:10][CH2:9]1.[OH-].[NH4+:15]. Product: [Cl:1][C:2]1[N:3]=[N:4][C:5]([NH2:15])=[CH:6][C:7]=1[CH:8]1[CH2:12][CH2:11][CH2:10][CH2:9]1. The catalyst class is: 8. (4) Reactant: [Cl:1][C:2]1[CH:7]=[CH:6][CH:5]=[C:4]([Cl:8])[C:3]=1[N:9]1[CH:20]=[C:19]([CH:21]=O)[C:12]2[N:13]=[C:14]([S:17][CH3:18])[N:15]=[CH:16][C:11]=2[C:10]1=[O:23].[NH2:24][C:25]1[CH:30]=[CH:29][CH:28]=[CH:27][CH:26]=1.C([BH3-])#N.[Na+].C(O)(=O)C. Product: [Cl:1][C:2]1[CH:7]=[CH:6][CH:5]=[C:4]([Cl:8])[C:3]=1[N:9]1[CH:20]=[C:19]([CH2:21][NH:24][C:25]2[CH:30]=[CH:29][CH:28]=[CH:27][CH:26]=2)[C:12]2[N:13]=[C:14]([S:17][CH3:18])[N:15]=[CH:16][C:11]=2[C:10]1=[O:23]. The catalyst class is: 41. (5) The catalyst class is: 335. Reactant: Cl[CH2:2][C:3]1[N:8]=[C:7]([C:9]#[N:10])[CH:6]=[CH:5][C:4]=1[CH3:11].[Cl:12][C:13]1[CH:14]=[CH:15][C:16]([O:22][CH2:23][C:24]2[CH:29]=[CH:28][C:27]([Cl:30])=[CH:26][C:25]=2[F:31])=[C:17](B(O)O)[CH:18]=1.C(=O)([O-])[O-].[K+].[K+]. Product: [Cl:12][C:13]1[CH:14]=[CH:15][C:16]([O:22][CH2:23][C:24]2[CH:29]=[CH:28][C:27]([Cl:30])=[CH:26][C:25]=2[F:31])=[C:17]([CH2:2][C:3]2[N:8]=[C:7]([C:9]#[N:10])[CH:6]=[CH:5][C:4]=2[CH3:11])[CH:18]=1.